Dataset: Reaction yield outcomes from USPTO patents with 853,638 reactions. Task: Predict the reaction yield, written as a fraction of the theoretical maximum amount of product (1.0 means a 100% yield; for example, 0.34 means a 34% yield). (1) The reactants are [Br:1][CH2:2][C:3]([OH:5])=O.Cl[C:7]([O:9][CH2:10][CH3:11])=O.COC1C=CC([C:20]2[C:25]([S:26]([NH2:29])(=[O:28])=[O:27])=CC=[CH:22][C:21]=2[CH2:30][C@H:31]([NH2:33])[CH3:32])=CC=1.Cl. The catalyst is C(Cl)Cl.C(N(CC)CC)C. The product is [Br:1][CH2:2][C:3]([NH:33][C@H:31]([CH3:32])[CH2:30][C:21]1[CH:22]=[CH:11][C:10]([O:9][CH3:7])=[C:25]([S:26]([NH2:29])(=[O:27])=[O:28])[CH:20]=1)=[O:5]. The yield is 0.892. (2) The reactants are Cl[C:2]1[C:11]2[C:6](=[CH:7][CH:8]=[C:9]([C:12]([O:14]C)=[O:13])[CH:10]=2)[N:5]=[C:4]([C:16]([F:19])([F:18])[F:17])[CH:3]=1.C1C=CC(P(C2C(C3C(P(C4C=CC=CC=4)C4C=CC=CC=4)=CC=C4C=3C=CC=C4)=C3C(C=CC=C3)=CC=2)C2C=CC=CC=2)=CC=1.C(=O)([O-])[O-].[Cs+].[Cs+].Cl.[F:73][C:74]1([F:78])[CH2:77][NH:76][CH2:75]1. The catalyst is [Cl-].[Na+].O.C([O-])(=O)C.[Pd+2].C([O-])(=O)C.CN(C)C=O. The product is [F:73][C:74]1([F:78])[CH2:77][N:76]([C:2]2[C:11]3[C:6](=[CH:7][CH:8]=[C:9]([C:12]([OH:14])=[O:13])[CH:10]=3)[N:5]=[C:4]([C:16]([F:19])([F:18])[F:17])[CH:3]=2)[CH2:75]1. The yield is 0.100.